From a dataset of NCI-60 drug combinations with 297,098 pairs across 59 cell lines. Regression. Given two drug SMILES strings and cell line genomic features, predict the synergy score measuring deviation from expected non-interaction effect. (1) Drug 1: CC1=CC=C(C=C1)C2=CC(=NN2C3=CC=C(C=C3)S(=O)(=O)N)C(F)(F)F. Drug 2: CN1C2=C(C=C(C=C2)N(CCCl)CCCl)N=C1CCCC(=O)O.Cl. Cell line: BT-549. Synergy scores: CSS=-1.69, Synergy_ZIP=2.12, Synergy_Bliss=2.04, Synergy_Loewe=-0.0613, Synergy_HSA=-1.62. (2) Drug 1: C1=CC(=CC=C1CCCC(=O)O)N(CCCl)CCCl. Drug 2: C1C(C(OC1N2C=NC(=NC2=O)N)CO)O. Cell line: 786-0. Synergy scores: CSS=58.2, Synergy_ZIP=-0.777, Synergy_Bliss=-0.941, Synergy_Loewe=-4.12, Synergy_HSA=1.26.